Dataset: Catalyst prediction with 721,799 reactions and 888 catalyst types from USPTO. Task: Predict which catalyst facilitates the given reaction. Reactant: Br[C:2]1[CH:7]=[CH:6][CH:5]=[CH:4][CH:3]=1.CO[CH:10]1[C:18]2[C:13](=[C:14]([Mg]Br)[CH:15]=[CH:16][CH:17]=2)[CH2:12][CH2:11]1.O.Cl. Product: [C:2]1([C:17]2[CH:16]=[CH:15][CH:14]=[C:13]3[C:18]=2[CH2:10][CH:11]=[CH:12]3)[CH:7]=[CH:6][CH:5]=[CH:4][CH:3]=1. The catalyst class is: 1.